This data is from Reaction yield outcomes from USPTO patents with 853,638 reactions. The task is: Predict the reaction yield, written as a fraction of the theoretical maximum amount of product (1.0 means a 100% yield; for example, 0.34 means a 34% yield). The reactants are [C:1](#[N:9])[C:2]1[C:3](=[CH:5][CH:6]=[CH:7][CH:8]=1)[NH2:4].[NH2:10][OH:11]. The catalyst is CCO. The product is [NH2:4][C:3]1[CH:5]=[CH:6][CH:7]=[CH:8][C:2]=1[C:1](=[N:10][OH:11])[NH2:9]. The yield is 0.903.